This data is from Reaction yield outcomes from USPTO patents with 853,638 reactions. The task is: Predict the reaction yield, written as a fraction of the theoretical maximum amount of product (1.0 means a 100% yield; for example, 0.34 means a 34% yield). (1) The reactants are C([O:8][C:9]1[CH:18]=[C:17]2[C:12]([C:13]([Cl:22])=[C:14]([C:19]([NH2:21])=[O:20])[CH:15]=[N:16]2)=[CH:11][C:10]=1[O:23][CH3:24])C1C=CC=CC=1.C1(SC)C=CC=CC=1. The catalyst is C(O)(C(F)(F)F)=O. The product is [Cl:22][C:13]1[C:12]2[C:17](=[CH:18][C:9]([OH:8])=[C:10]([O:23][CH3:24])[CH:11]=2)[N:16]=[CH:15][C:14]=1[C:19]([NH2:21])=[O:20]. The yield is 0.720. (2) The product is [F:31][C:30]([F:33])([F:32])[C:28]([OH:34])=[O:29].[CH3:24][O:23][C:20]1[CH:21]=[C:22]2[C:17](=[CH:18][C:19]=1[O:25][CH3:26])[N:16]=[CH:15][N:14]=[C:13]2[N:10]1[CH2:11][CH2:12][CH:8]([NH2:7])[CH2:9]1. The yield is 1.00. The reactants are C(OC(=O)[NH:7][CH:8]1[CH2:12][CH2:11][N:10]([C:13]2[C:22]3[C:17](=[CH:18][C:19]([O:25][CH3:26])=[C:20]([O:23][CH3:24])[CH:21]=3)[N:16]=[CH:15][N:14]=2)[CH2:9]1)(C)(C)C.[C:28]([OH:34])([C:30]([F:33])([F:32])[F:31])=[O:29].C(Cl)Cl. No catalyst specified. (3) The reactants are [F:1][C:2]1[CH:7]=[C:6]([CH2:8][C:9]2[C:14](=[O:15])[NH:13][C:12]([CH3:16])=[N:11][C:10]=2[CH2:17][CH2:18][CH3:19])[CH:5]=[CH:4][C:3]=1[C:20]1[C:21]([C:26]#[N:27])=[CH:22][CH:23]=[CH:24][CH:25]=1.[CH3:28][C:29]1([CH3:41])[CH2:33][C:32]2[CH:34]=[C:35](B(O)O)[CH:36]=[CH:37][C:31]=2[O:30]1.N1C=CC=CC=1.C(N(CC)CC)C. The catalyst is C([O-])(=O)C.[Cu+2].C([O-])(=O)C.C(OCC)(=O)C.C(Cl)Cl. The product is [CH3:28][C:29]1([CH3:41])[CH2:33][C:32]2[CH:34]=[C:35]([N:13]3[C:14](=[O:15])[C:9]([CH2:8][C:6]4[CH:5]=[CH:4][C:3]([C:20]5[C:21]([C:26]#[N:27])=[CH:22][CH:23]=[CH:24][CH:25]=5)=[C:2]([F:1])[CH:7]=4)=[C:10]([CH2:17][CH2:18][CH3:19])[N:11]=[C:12]3[CH3:16])[CH:36]=[CH:37][C:31]=2[O:30]1. The yield is 0.690. (4) The reactants are CC([N:5]([CH2:9][CH2:10][NH:11][C:12]([C:14]1[CH:19]=[CH:18][CH:17]=[C:16]([NH:20][C:21]2[N:26]=[C:25]([NH:27][C:28]3[CH:33]=[C:32]([OH:34])[CH:31]=[CH:30][C:29]=3[CH3:35])[CH:24]=[CH:23][N:22]=2)[CH:15]=1)=[O:13])C(=O)[O-])(C)C. The catalyst is C(Cl)Cl.FC(F)(F)C(O)=O. The product is [NH2:5][CH2:9][CH2:10][NH:11][C:12](=[O:13])[C:14]1[CH:19]=[CH:18][CH:17]=[C:16]([NH:20][C:21]2[N:26]=[C:25]([NH:27][C:28]3[CH:33]=[C:32]([OH:34])[CH:31]=[CH:30][C:29]=3[CH3:35])[CH:24]=[CH:23][N:22]=2)[CH:15]=1. The yield is 0.960. (5) The reactants are [Cl:1][C:2]1[CH:7]=[CH:6][C:5]([C:8]2[C:12]([CH2:13][CH3:14])=[C:11]([NH2:15])[NH:10][N:9]=2)=[CH:4][CH:3]=1.[C:16](O)(=[O:19])[CH2:17][SH:18]. The catalyst is C1(C)C=CC=CC=1. The product is [Cl:1][C:2]1[CH:3]=[CH:4][C:5]([C:8]2[C:12]([CH2:13][CH3:14])=[C:11]([NH:15][C:16](=[O:19])[CH2:17][SH:18])[NH:10][N:9]=2)=[CH:6][CH:7]=1. The yield is 0.748. (6) The reactants are [CH3:1][C:2]1[C:3]([N+:10]([O-])=O)=[C:4]([O:8][CH3:9])[CH:5]=[CH:6][CH:7]=1.[O:13]1CC[CH2:15][CH2:14]1.C(OC(=O)C)(=O)C. The catalyst is C(O)C.[Pd].C(OCC)(=O)C. The product is [CH3:9][O:8][C:4]1[CH:5]=[CH:6][CH:7]=[C:2]([CH3:1])[C:3]=1[NH:10][C:14](=[O:13])[CH3:15]. The yield is 0.870. (7) The reactants are [Si]([O:8][C@H:9]1[CH2:13][N:12]([C:14]([O:16][C:17]([CH3:20])([CH3:19])[CH3:18])=[O:15])[CH:11]([C:21]2[CH:26]=[C:25]([F:27])[CH:24]=[CH:23][C:22]=2[F:28])[CH2:10]1)(C(C)(C)C)(C)C.CCCC[N+](CCCC)(CCCC)CCCC.[F-]. The catalyst is C1COCC1. The product is [F:28][C:22]1[CH:23]=[CH:24][C:25]([F:27])=[CH:26][C:21]=1[CH:11]1[CH2:10][C@@H:9]([OH:8])[CH2:13][N:12]1[C:14]([O:16][C:17]([CH3:20])([CH3:19])[CH3:18])=[O:15]. The yield is 0.730. (8) The reactants are C[C:2]1[NH:3][C:4]2[C:9]([CH:10]=1)=[CH:8][C:7]([N:11]1[CH2:16][CH2:15][NH:14][CH2:13][CH2:12]1)=[CH:6][CH:5]=2.Cl[CH2:18][C:19]([C:21]1[CH:22]=[CH:23][C:24]2[O:29][CH2:28][C:27](=[O:30])[NH:26][C:25]=2[CH:31]=1)=[O:20].[C:32](#N)C. No catalyst specified. The product is [CH3:32][C:4]1[NH:3][C:2]2[C:6]([CH:5]=1)=[C:7]([N:11]1[CH2:12][CH2:13][N:14]([CH2:18][C:19]([C:21]3[CH:22]=[CH:23][C:24]4[O:29][CH2:28][C:27](=[O:30])[NH:26][C:25]=4[CH:31]=3)=[O:20])[CH2:15][CH2:16]1)[CH:8]=[CH:9][CH:10]=2. The yield is 0.690. (9) The yield is 0.580. The catalyst is CN(C)C=O.[Pd]. The reactants are [N+:1]([C:4]1[CH:31]=[CH:30][C:7]([O:8][CH2:9][C:10]([O:12][CH2:13][CH2:14][O:15][C:16](=[O:29])[CH:17]([O:19][C:20]2[CH:25]=[CH:24][C:23]([N+:26]([O-])=O)=[CH:22][CH:21]=2)[CH3:18])=[O:11])=[CH:6][CH:5]=1)([O-])=O. The product is [NH2:1][C:4]1[CH:31]=[CH:30][C:7]([O:8][CH2:9][C:10]([O:12][CH2:13][CH2:14][O:15][C:16](=[O:29])[CH:17]([O:19][C:20]2[CH:21]=[CH:22][C:23]([NH2:26])=[CH:24][CH:25]=2)[CH3:18])=[O:11])=[CH:6][CH:5]=1. (10) The reactants are [NH2:1][C@H:2]([C:11]([OH:13])=[O:12])[CH2:3][C:4]1[CH:9]=[CH:8][C:7]([OH:10])=[CH:6][CH:5]=1.Cl[C:15]([O:17][CH2:18][CH:19]=[CH2:20])=[O:16]. The catalyst is [OH-].[Na+]. The product is [C:15]([O:10][C:7]1[CH:6]=[CH:5][C:4]([CH2:3][C@@H:2]([C:11]([OH:13])=[O:12])[NH:1][C:15]([O:17][CH2:18][CH:19]=[CH2:20])=[O:16])=[CH:9][CH:8]=1)([O:17][CH2:18][CH:19]=[CH2:20])=[O:16]. The yield is 0.890.